This data is from Reaction yield outcomes from USPTO patents with 853,638 reactions. The task is: Predict the reaction yield, written as a fraction of the theoretical maximum amount of product (1.0 means a 100% yield; for example, 0.34 means a 34% yield). (1) The product is [CH3:29][N:24]1[C:23]([C:21]([NH:20][C:16]2[CH:15]=[C:14]([CH:19]=[CH:18][CH:17]=2)[C:12]([C:8]2[CH:7]=[C:6]3[C:11]([C:3](=[CH:2][NH:31][C:32]4[CH:33]=[CH:34][C:35]([CH2:38][CH2:39][C:40]([OH:42])=[O:41])=[CH:36][CH:37]=4)[C:4](=[O:30])[NH:5]3)=[CH:10][CH:9]=2)=[O:13])=[O:22])=[CH:27][C:26]([CH3:28])=[N:25]1. The reactants are O[CH:2]=[C:3]1[C:11]2[C:6](=[CH:7][C:8]([C:12]([C:14]3[CH:15]=[C:16]([NH:20][C:21]([C:23]4[N:24]([CH3:29])[N:25]=[C:26]([CH3:28])[CH:27]=4)=[O:22])[CH:17]=[CH:18][CH:19]=3)=[O:13])=[CH:9][CH:10]=2)[NH:5][C:4]1=[O:30].[NH2:31][C:32]1[CH:37]=[CH:36][C:35]([CH2:38][CH2:39][C:40]([OH:42])=[O:41])=[CH:34][CH:33]=1. The yield is 0.154. The catalyst is C1COCC1. (2) The reactants are C([N:8]1[CH2:12][C@@H:11]([C:13]2[CH:18]=[CH:17][C:16]([F:19])=[CH:15][C:14]=2[F:20])[C@H:10]([C:21]([O:23][CH3:24])=[O:22])[CH2:9]1)C1C=CC=CC=1.CC1CC=CCC=1.[C:40](O[C:40]([O:42][C:43]([CH3:46])([CH3:45])[CH3:44])=[O:41])([O:42][C:43]([CH3:46])([CH3:45])[CH3:44])=[O:41]. The catalyst is C(O)C.[OH-].[OH-].[Pd+2]. The product is [F:20][C:14]1[CH:15]=[C:16]([F:19])[CH:17]=[CH:18][C:13]=1[C@@H:11]1[CH2:12][N:8]([C:40]([O:42][C:43]([CH3:44])([CH3:45])[CH3:46])=[O:41])[CH2:9][C@H:10]1[C:21]([O:23][CH3:24])=[O:22]. The yield is 0.920. (3) The reactants are [Br:1][C:2]1[CH:3]=[C:4]2[C:10](I)=[CH:9][N:8]([S:12]([C:15]3[CH:21]=[CH:20][C:18]([CH3:19])=[CH:17][CH:16]=3)(=[O:14])=[O:13])[C:5]2=[N:6][CH:7]=1.[NH:22]1[C:30]2[C:25](=[CH:26][C:27](B(O)O)=[CH:28][CH:29]=2)[CH:24]=[CH:23]1.C([O-])([O-])=O.[Na+].[Na+]. The catalyst is CC#N.Cl[Pd](Cl)([P](C1C=CC=CC=1)(C1C=CC=CC=1)C1C=CC=CC=1)[P](C1C=CC=CC=1)(C1C=CC=CC=1)C1C=CC=CC=1. The product is [Br:1][C:2]1[CH:3]=[C:4]2[C:10]([C:27]3[CH:26]=[C:25]4[C:30](=[CH:29][CH:28]=3)[NH:22][CH:23]=[CH:24]4)=[CH:9][N:8]([S:12]([C:15]3[CH:21]=[CH:20][C:18]([CH3:19])=[CH:17][CH:16]=3)(=[O:14])=[O:13])[C:5]2=[N:6][CH:7]=1. The yield is 0.760. (4) The reactants are O[C:2]1[C:7]2=[C:8]([C:11]3[CH:16]=[CH:15][CH:14]=[CH:13][CH:12]=3)[CH:9]=[CH:10][N:6]2[N:5]=[C:4]([C:17]2[CH:18]=[C:19]([S:23]([NH2:26])(=[O:25])=[O:24])[CH:20]=[N:21][CH:22]=2)[N:3]=1.CN([P+](O[N:38]1N=[N:45][C:40]2[CH:41]=[CH:42][CH:43]=[CH:44][C:39]1=2)(N(C)C)N(C)C)C.F[P-](F)(F)(F)(F)F.CCN(C(C)C)C(C)C.N1C=CC=CC=1CN. The product is [C:11]1([C:8]2[CH:9]=[CH:10][N:6]3[C:7]=2[C:2]([NH:38][CH2:39][C:44]2[CH:43]=[CH:42][CH:41]=[CH:40][N:45]=2)=[N:3][C:4]([C:17]2[CH:18]=[C:19]([S:23]([NH2:26])(=[O:25])=[O:24])[CH:20]=[N:21][CH:22]=2)=[N:5]3)[CH:16]=[CH:15][CH:14]=[CH:13][CH:12]=1. The yield is 0.214. The catalyst is C1COCC1. (5) The reactants are [CH3:1][O:2][C:3]1[CH:8]=[CH:7][C:6]([CH:9]=[CH:10][C:11]([O:13][CH2:14][CH3:15])=[O:12])=[CH:5][CH:4]=1.C(OCC)(=[O:18])C.CCCCCC. No catalyst specified. The product is [CH3:1][O:2][C:3]1[CH:4]=[CH:5][C:6]([CH:9]2[CH2:15][C:14](=[O:18])[O:13][C:11](=[O:12])[CH2:10]2)=[CH:7][CH:8]=1. The yield is 0.380. (6) The reactants are [Br:1][C:2]1[CH:3]=[C:4]2[C:9](=[CH:10][CH:11]=1)[N:8]=[C:7]([CH2:12][CH:13]([CH3:15])[CH3:14])[C:6]([CH2:16][N:17]1C(=O)C3C(=CC=CC=3)C1=O)=[C:5]2[C:28]1[CH:33]=[CH:32][CH:31]=[CH:30][CH:29]=1.O.NN. The catalyst is C(O)C. The product is [Br:1][C:2]1[CH:3]=[C:4]2[C:9](=[CH:10][CH:11]=1)[N:8]=[C:7]([CH2:12][CH:13]([CH3:15])[CH3:14])[C:6]([CH2:16][NH2:17])=[C:5]2[C:28]1[CH:33]=[CH:32][CH:31]=[CH:30][CH:29]=1. The yield is 0.720.